This data is from Reaction yield outcomes from USPTO patents with 853,638 reactions. The task is: Predict the reaction yield, written as a fraction of the theoretical maximum amount of product (1.0 means a 100% yield; for example, 0.34 means a 34% yield). The reactants are [Cl:1][C:2]1[CH:3]=[C:4]([N:9]2[N:13]=[C:12]([CH2:14][OH:15])[C:11]([C:16]3[CH:21]=[CH:20][CH:19]=[CH:18][C:17]=3[F:22])=[N:10]2)[CH:5]=[CH:6][C:7]=1[Cl:8].CC(OI1(OC(C)=O)(OC(C)=O)OC(=O)C2C=CC=CC1=2)=O. The catalyst is ClCCl. The product is [Cl:1][C:2]1[CH:3]=[C:4]([N:9]2[N:13]=[C:12]([CH:14]=[O:15])[C:11]([C:16]3[CH:21]=[CH:20][CH:19]=[CH:18][C:17]=3[F:22])=[N:10]2)[CH:5]=[CH:6][C:7]=1[Cl:8]. The yield is 0.670.